Dataset: Full USPTO retrosynthesis dataset with 1.9M reactions from patents (1976-2016). Task: Predict the reactants needed to synthesize the given product. (1) The reactants are: [CH2:1]([O:3][C:4]1[CH:11]=[CH:10][C:7]([CH:8]=[O:9])=[CH:6][C:5]=1[O:12][CH3:13])[CH3:2].ClC1C=C(C=CC=1OCC)C=[O:19]. Given the product [CH2:1]([O:3][C:4]1[CH:11]=[CH:10][C:7]([C:8]([OH:19])=[O:9])=[CH:6][C:5]=1[O:12][CH3:13])[CH3:2], predict the reactants needed to synthesize it. (2) Given the product [Cl:1][C:2]1[N:7]=[C:6]([CH:8]([OH:11])[OH:16])[C:5]([F:10])=[CH:4][N:3]=1, predict the reactants needed to synthesize it. The reactants are: [Cl:1][C:2]1[N:7]=[C:6]([CH:8]=C)[C:5]([F:10])=[CH:4][N:3]=1.[O:11]1CCCC1.[OH2:16]. (3) Given the product [N:10]1([C:7]([NH:6][C:4](=[O:5])[CH:3]=[C:2]([CH3:9])[CH3:1])=[S:8])[CH2:15][CH2:14][CH2:13][CH2:12][CH2:11]1, predict the reactants needed to synthesize it. The reactants are: [CH3:1][C:2]([CH3:9])=[CH:3][C:4]([N:6]=[C:7]=[S:8])=[O:5].[NH:10]1[CH2:15][CH2:14][CH2:13][CH2:12][CH2:11]1. (4) The reactants are: [NH2:1][C:2]1[CH:3]=[C:4]2[C:9](=[CH:10][CH:11]=1)[N:8]([CH2:12][CH2:13][N:14]([CH3:16])[CH3:15])[C:7](=[O:17])[CH2:6][CH2:5]2.I.[S:19]1[CH:23]=[CH:22][CH:21]=[C:20]1[C:24](SC)=[NH:25]. Given the product [CH3:16][N:14]([CH3:15])[CH2:13][CH2:12][N:8]1[C:9]2[C:4](=[CH:3][C:2]([NH:1][C:24]([C:20]3[S:19][CH:23]=[CH:22][CH:21]=3)=[NH:25])=[CH:11][CH:10]=2)[CH2:5][CH2:6][C:7]1=[O:17], predict the reactants needed to synthesize it.